Dataset: Full USPTO retrosynthesis dataset with 1.9M reactions from patents (1976-2016). Task: Predict the reactants needed to synthesize the given product. (1) Given the product [NH2:16][C:4]1[N:3]=[C:2]([NH:17][C:18]2[CH:26]=[CH:25][C:21]([CH2:22][CH2:23][OH:24])=[CH:20][CH:19]=2)[CH:7]=[C:6]([C:8]2[CH:13]=[C:12]([CH3:14])[CH:11]=[CH:10][C:9]=2[CH3:15])[N:5]=1, predict the reactants needed to synthesize it. The reactants are: Cl[C:2]1[CH:7]=[C:6]([C:8]2[CH:13]=[C:12]([CH3:14])[CH:11]=[CH:10][C:9]=2[CH3:15])[N:5]=[C:4]([NH2:16])[N:3]=1.[NH2:17][C:18]1[CH:26]=[CH:25][C:21]([CH2:22][CH2:23][OH:24])=[CH:20][CH:19]=1. (2) Given the product [Cl:16][C:9]1[C:10]2[C:5](=[CH:4][C:3]([OH:13])=[C:2]([F:1])[CH:11]=2)[CH:6]=[CH:7][N:8]=1, predict the reactants needed to synthesize it. The reactants are: [F:1][C:2]1[CH:11]=[C:10]2[C:5]([CH:6]=[CH:7][NH:8][C:9]2=O)=[CH:4][C:3]=1[OH:13].P(Cl)(Cl)([Cl:16])=O. (3) Given the product [CH2:1]([C:5]1=[CH:6][N:7]([C:25]([CH3:26])([CH3:28])[CH3:27])[S:8]/[C:9]/1=[N:10]\[C:11]([C:13]1([CH3:24])[CH2:17][CH2:16][CH:15]([C:18]([OH:20])=[O:19])[C:14]1([CH3:23])[CH3:22])=[O:12])[CH2:2][CH2:3][CH3:4], predict the reactants needed to synthesize it. The reactants are: [CH2:1]([C:5]1=[CH:6][N:7]([C:25]([CH3:28])([CH3:27])[CH3:26])[S:8]/[C:9]/1=[N:10]\[C:11]([C:13]1([CH3:24])[CH2:17][CH2:16][CH:15]([C:18]([O:20]C)=[O:19])[C:14]1([CH3:23])[CH3:22])=[O:12])[CH2:2][CH2:3][CH3:4].[OH-].[K+].C(O)C.Cl. (4) The reactants are: [C:1]1(P(C2C=CC=CC=2)C2C=CC=CC=2)[CH:6]=CC=C[CH:2]=1.[NH2:20][C@H:21]([C:27]([OH:29])=[O:28])[CH2:22][CH2:23][C:24](=[O:26])[NH2:25].[OH-:30].[K+].[N+:32]([O-])(O)=O. Given the product [NH2:32][C@H:1]([C:6]([NH:20][C@H:21]([C:27]([OH:29])=[O:28])[CH2:22][CH2:23][C:24](=[O:26])[NH2:25])=[O:30])[CH3:2], predict the reactants needed to synthesize it. (5) The reactants are: [CH:1]1([C:4]2[CH:5]=[CH:6][C:7]([C:15]([OH:17])=O)=[N:8][C:9]=2[O:10][CH2:11][CH:12]2[CH2:14][CH2:13]2)[CH2:3][CH2:2]1.[NH2:18][C:19]([CH3:23])([CH3:22])[C:20]#[N:21]. Given the product [C:20]([C:19]([NH:18][C:15](=[O:17])[C:7]1[CH:6]=[CH:5][C:4]([CH:1]2[CH2:2][CH2:3]2)=[C:9]([O:10][CH2:11][CH:12]2[CH2:13][CH2:14]2)[N:8]=1)([CH3:23])[CH3:22])#[N:21], predict the reactants needed to synthesize it. (6) Given the product [CH2:18]([N:10]([CH2:3][C:4]1[CH:5]=[CH:6][CH:7]=[CH:8][CH:9]=1)[CH2:11][C@@H:12]([F:17])[CH2:13][OH:14])[C:19]1[CH:20]=[CH:21][CH:22]=[CH:23][CH:24]=1, predict the reactants needed to synthesize it. The reactants are: [BH4-].[Li+].[CH2:3]([N:10]([CH2:18][C:19]1[CH:24]=[CH:23][CH:22]=[CH:21][CH:20]=1)[CH2:11][C@@H:12]([F:17])[C:13](OC)=[O:14])[C:4]1[CH:9]=[CH:8][CH:7]=[CH:6][CH:5]=1. (7) The reactants are: C([O:3][CH:4](OCC)[CH2:5][C@@H:6]([CH2:19][O:20][C:21](=[O:39])[CH2:22][CH2:23][CH2:24][CH2:25][CH2:26][CH2:27][CH2:28][CH2:29][CH2:30][CH2:31][CH2:32][CH2:33][CH2:34][CH2:35][CH2:36][CH2:37][CH3:38])[CH2:7][N:8]1[CH:16]=[N:15][C:14]2[C:13](=[O:17])[NH:12][C:11]([NH2:18])=[N:10][C:9]1=2)C.FC(F)(F)S(O)(=O)=O. Given the product [OH:3][CH2:4][CH2:5][C@@H:6]([CH2:19][O:20][C:21](=[O:39])[CH2:22][CH2:23][CH2:24][CH2:25][CH2:26][CH2:27][CH2:28][CH2:29][CH2:30][CH2:31][CH2:32][CH2:33][CH2:34][CH2:35][CH2:36][CH2:37][CH3:38])[CH2:7][N:8]1[CH:16]=[N:15][C:14]2[C:13](=[O:17])[NH:12][C:11]([NH2:18])=[N:10][C:9]1=2, predict the reactants needed to synthesize it.